From a dataset of Forward reaction prediction with 1.9M reactions from USPTO patents (1976-2016). Predict the product of the given reaction. (1) The product is: [Cl:1][C:2]1[CH:3]=[C:4]([NH:8][C:9]2[C:18]3[C:13](=[CH:14][N:15]=[CH:16][CH:17]=3)[C:12]3=[CH:19][CH:20]=[CH:21][C:22]([C:23]#[N:25])=[C:11]3[N:10]=2)[CH:5]=[CH:6][CH:7]=1. Given the reactants [Cl:1][C:2]1[CH:3]=[C:4]([NH:8][C:9]2[C:18]3[C:13](=[CH:14][N:15]=[CH:16][CH:17]=3)[C:12]3=[CH:19][CH:20]=[CH:21][C:22]([C:23]([NH2:25])=O)=[C:11]3[N:10]=2)[CH:5]=[CH:6][CH:7]=1.[Cl-].[Na+].P(Cl)(Cl)(Cl)=O, predict the reaction product. (2) Given the reactants C(=O)([O-])[O-].[Na+].[Na+].[C:7]([C:14]1[C:22]2[C:17](=[N:18][CH:19]=[CH:20][CH:21]=2)[N:16](C(OC(C)(C)C)=O)[CH:15]=1)(=O)[C:8]#[C:9][CH2:10][CH2:11][CH3:12].C(=O)(O)O.[C:34]1([NH:40][C:41]([NH2:43])=[NH:42])[CH:39]=[CH:38][CH:37]=[CH:36][CH:35]=1, predict the reaction product. The product is: [C:34]1([NH:40][C:41]2[N:43]=[C:7]([C:14]3[C:22]4[C:17](=[N:18][CH:19]=[CH:20][CH:21]=4)[NH:16][CH:15]=3)[CH:8]=[C:9]([CH2:10][CH2:11][CH3:12])[N:42]=2)[CH:39]=[CH:38][CH:37]=[CH:36][CH:35]=1.